From a dataset of Forward reaction prediction with 1.9M reactions from USPTO patents (1976-2016). Predict the product of the given reaction. (1) Given the reactants [H-].[Na+].C(OP([CH2:11][C:12]([O:14][CH2:15][CH3:16])=[O:13])(OCC)=O)C.[Br:17][C:18]1[CH:19]=[CH:20][C:21]([N:26]([CH2:28][CH:29]([CH3:31])[CH3:30])[CH3:27])=[C:22]([CH:25]=1)[CH:23]=O.O, predict the reaction product. The product is: [Br:17][C:18]1[CH:19]=[CH:20][C:21]([N:26]([CH2:28][CH:29]([CH3:31])[CH3:30])[CH3:27])=[C:22](/[CH:23]=[CH:11]/[C:12]([O:14][CH2:15][CH3:16])=[O:13])[CH:25]=1. (2) Given the reactants S(Cl)(Cl)=[O:2].[CH3:5][C:6]1([CH3:25])[CH2:10][O:9][CH2:8][N:7]1[C:11]([N:13]1[C:17]2[CH:18]=[C:19](C(O)=O)[CH:20]=[CH:21][C:16]=2[N:15]=[N:14]1)=[O:12].[N:26]1[CH:31]=CC=CC=1.N, predict the reaction product. The product is: [CH3:25][C:6]1([CH3:5])[CH2:10][O:9][CH2:8][N:7]1[C:11]([N:13]1[C:17]2[CH:18]=[CH:19][C:20]([C:31]([NH2:26])=[O:2])=[CH:21][C:16]=2[N:15]=[N:14]1)=[O:12]. (3) Given the reactants [CH3:1][O:2][C:3](=[O:13])[C:4]1[CH:9]=[CH:8][C:7]([CH:10]=[O:11])=[CH:6][C:5]=1[Br:12].[CH2:14]([OH:17])[CH2:15]O.[C:18]1(C)C=CC(S(O)(=O)=O)=CC=1, predict the reaction product. The product is: [CH3:1][O:2][C:3](=[O:13])[C:4]1[CH:9]=[CH:8][C:7]([CH:10]2[O:17][CH2:14][CH:15]=[CH:18][O:11]2)=[CH:6][C:5]=1[Br:12].